Dataset: Peptide-MHC class II binding affinity with 134,281 pairs from IEDB. Task: Regression. Given a peptide amino acid sequence and an MHC pseudo amino acid sequence, predict their binding affinity value. This is MHC class II binding data. (1) The peptide sequence is YEALIKLLPFSKRIR. The MHC is DRB1_1302 with pseudo-sequence DRB1_1302. The binding affinity (normalized) is 0.497. (2) The peptide sequence is PETEKAEEVEKIEKT. The binding affinity (normalized) is 0.0987. The MHC is HLA-DQA10101-DQB10501 with pseudo-sequence HLA-DQA10101-DQB10501. (3) The peptide sequence is EKKYFAATQFEPLAA. The MHC is H-2-IEd with pseudo-sequence H-2-IEd. The binding affinity (normalized) is 0.231. (4) The peptide sequence is MVTQMAMTDTTPFGQQR. The MHC is DRB1_1302 with pseudo-sequence DRB1_1302. The binding affinity (normalized) is 0.450. (5) The peptide sequence is FFVYENAFLPFTLGI. The MHC is DRB1_0101 with pseudo-sequence DRB1_0101. The binding affinity (normalized) is 0.766.